This data is from Full USPTO retrosynthesis dataset with 1.9M reactions from patents (1976-2016). The task is: Predict the reactants needed to synthesize the given product. (1) Given the product [Cl:26][C:6]1[N:5]2[N:10]=[CH:11][CH:12]=[C:4]2[C:3]([C:13]#[N:14])=[C:2]([OH:1])[C:7]=1[CH3:8], predict the reactants needed to synthesize it. The reactants are: [OH:1][C:2]1[C:7]([CH3:8])=[C:6](O)[N:5]2[N:10]=[CH:11][CH:12]=[C:4]2[C:3]=1[C:13]#[N:14].CN(C)C1C=CC=CC=1.P(Cl)(Cl)([Cl:26])=O. (2) Given the product [Cl:27][C:24]1[CH:25]=[CH:26][C:11]([NH:10][C:38]([C:29]2[CH:30]=[CH:31][C:32]3[C:37](=[CH:36][CH:35]=[CH:34][CH:33]=3)[CH:28]=2)=[O:39])=[C:12]([C:13]([NH:15][CH2:16][CH:17]2[CH2:22][CH2:21][CH2:20][CH2:19][CH2:18]2)=[O:14])[CH:23]=1, predict the reactants needed to synthesize it. The reactants are: C(N(C(C)C)CC)(C)C.[NH2:10][C:11]1[CH:26]=[CH:25][C:24]([Cl:27])=[CH:23][C:12]=1[C:13]([NH:15][CH2:16][CH:17]1[CH2:22][CH2:21][CH2:20][CH2:19][CH2:18]1)=[O:14].[CH:28]1[C:37]2[C:32](=[CH:33][CH:34]=[CH:35][CH:36]=2)[CH:31]=[CH:30][C:29]=1[C:38](Cl)=[O:39].